From a dataset of Reaction yield outcomes from USPTO patents with 853,638 reactions. Predict the reaction yield, written as a fraction of the theoretical maximum amount of product (1.0 means a 100% yield; for example, 0.34 means a 34% yield). (1) The reactants are Br[CH2:2][CH2:3][O:4][CH2:5][CH2:6][O:7][N:8]1[C:16](=[O:17])[C:15]2[C:10](=[CH:11][CH:12]=[CH:13][CH:14]=2)[C:9]1=[O:18].[N-:19]=[N+:20]=[N-:21].[Na+]. The catalyst is CN(C=O)C.O. The product is [N:19]([CH2:2][CH2:3][O:4][CH2:5][CH2:6][O:7][N:8]1[C:16](=[O:17])[C:15]2[C:10](=[CH:11][CH:12]=[CH:13][CH:14]=2)[C:9]1=[O:18])=[N+:20]=[N-:21]. The yield is 1.00. (2) The yield is 0.300. The reactants are [CH:1]1[C:14]2[CH:13]=[C:12](B(O)O)[C:11]3[C:6](=[CH:7][CH:8]=[CH:9][CH:10]=3)[C:5]=2[CH:4]=[CH:3][CH:2]=1.[Br:18][C:19]1[CH:20]=[C:21]([C:26]2[N:31]=[C:30]([C:32]3[CH:37]=[CH:36][CH:35]=[CH:34][CH:33]=3)[N:29]=[C:28]([C:38]3[CH:43]=[CH:42][CH:41]=[CH:40][CH:39]=3)[N:27]=2)[CH:22]=[C:23](Br)[CH:24]=1.C1(C)C=CC=CC=1. The catalyst is C1C=CC([P]([Pd]([P](C2C=CC=CC=2)(C2C=CC=CC=2)C2C=CC=CC=2)([P](C2C=CC=CC=2)(C2C=CC=CC=2)C2C=CC=CC=2)[P](C2C=CC=CC=2)(C2C=CC=CC=2)C2C=CC=CC=2)(C2C=CC=CC=2)C2C=CC=CC=2)=CC=1.C(O)C. The product is [C:38]1([C:28]2[N:29]=[C:30]([C:32]3[CH:37]=[CH:36][CH:35]=[CH:34][CH:33]=3)[N:31]=[C:26]([C:21]3[CH:22]=[C:23]([C:12]4[C:11]5[C:6]([C:5]6[CH:4]=[CH:3][CH:2]=[CH:1][C:14]=6[CH:13]=4)=[CH:7][CH:8]=[CH:9][CH:10]=5)[CH:24]=[C:19]([Br:18])[CH:20]=3)[N:27]=2)[CH:39]=[CH:40][CH:41]=[CH:42][CH:43]=1. (3) The reactants are C(=O)([O-])[O-].[Cs+].[Cs+].[Cl:7][C:8]1[CH:9]=[C:10](F)[C:11]([C:14]#[N:15])=[N:12][CH:13]=1.CN1C(=O)CCC1.[C:24]([O:28][CH2:29][CH3:30])(=[O:27])[CH2:25][OH:26]. The product is [Cl:7][C:8]1[CH:9]=[C:10]([O:26][CH2:25][C:24]([O:28][CH2:29][CH3:30])=[O:27])[C:11]([C:14]#[N:15])=[N:12][CH:13]=1. The yield is 0.690. The catalyst is CCOC(C)=O.O. (4) The reactants are [Cl:1][C:2]1[C:3]([C:8]2([O:15][CH3:16])[CH2:13][CH2:12][C:11](=[O:14])[CH2:10][CH2:9]2)=[N:4][CH:5]=[CH:6][CH:7]=1.[F:17][C:18]([F:37])([F:36])[S:19](N(C1C=CC=CC=1)[S:19]([C:18]([F:37])([F:36])[F:17])(=[O:21])=[O:20])(=[O:21])=[O:20].C[Si]([N-][Si](C)(C)C)(C)C.[Li+]. The catalyst is O1CCCC1. The product is [F:17][C:18]([F:37])([F:36])[S:19]([O:14][C:11]1[CH2:10][CH2:9][C:8]([C:3]2[C:2]([Cl:1])=[CH:7][CH:6]=[CH:5][N:4]=2)([O:15][CH3:16])[CH2:13][CH:12]=1)(=[O:21])=[O:20]. The yield is 0.820. (5) The catalyst is CN(C=O)C. The product is [F:12][C:13]([F:26])([F:27])[C:14]1[CH:21]=[C:20]([C:22]([F:25])([F:23])[F:24])[CH:19]=[CH:18][C:15]=1[CH2:16][O:9][C:8]1[CH:10]=[CH:11][C:3]([CH:2]=[O:1])=[CH:4][C:5]=1[O:6][CH3:7]. The reactants are [O:1]=[CH:2][C:3]1[CH:11]=[CH:10][C:8]([OH:9])=[C:5]([O:6][CH3:7])[CH:4]=1.[F:12][C:13]([F:27])([F:26])[C:14]1[CH:21]=[C:20]([C:22]([F:25])([F:24])[F:23])[CH:19]=[CH:18][C:15]=1[CH2:16]Br.C(=O)([O-])[O-].[K+].[K+].O. The yield is 0.980.